The task is: Regression. Given a peptide amino acid sequence and an MHC pseudo amino acid sequence, predict their binding affinity value. This is MHC class I binding data.. This data is from Peptide-MHC class I binding affinity with 185,985 pairs from IEDB/IMGT. The peptide sequence is ARWMISSAL. The MHC is HLA-B57:01 with pseudo-sequence HLA-B57:01. The binding affinity (normalized) is 0.0847.